This data is from Full USPTO retrosynthesis dataset with 1.9M reactions from patents (1976-2016). The task is: Predict the reactants needed to synthesize the given product. (1) Given the product [OH:30][C@@H:31]1[CH2:35][CH2:34][N:33]([C:36]([C:38]2[C:39]([CH3:46])=[C:40](/[CH:44]=[C:23]3\[C:24](=[O:29])[NH:25][C:26]4[C:22]\3=[CH:21][C:20]([S:17]([CH2:16][C:11]3[CH:12]=[CH:13][CH:14]=[CH:15][C:10]=3[O:9][CH2:8][CH2:7][N:1]3[CH2:6][CH2:5][O:4][CH2:3][CH2:2]3)(=[O:19])=[O:18])=[CH:28][CH:27]=4)[NH:41][C:42]=2[CH3:43])=[O:37])[CH2:32]1, predict the reactants needed to synthesize it. The reactants are: [N:1]1([CH2:7][CH2:8][O:9][C:10]2[CH:15]=[CH:14][CH:13]=[CH:12][C:11]=2[CH2:16][S:17]([C:20]2[CH:21]=[C:22]3[C:26](=[CH:27][CH:28]=2)[NH:25][C:24](=[O:29])[CH2:23]3)(=[O:19])=[O:18])[CH2:6][CH2:5][O:4][CH2:3][CH2:2]1.[OH:30][C@@H:31]1[CH2:35][CH2:34][N:33]([C:36]([C:38]2[C:39]([CH3:46])=[C:40]([CH:44]=O)[NH:41][C:42]=2[CH3:43])=[O:37])[CH2:32]1. (2) Given the product [Br:1][C:2]1[CH:3]=[CH:4][C:5]([Cl:19])=[C:6]([CH2:8][C:9]2[S:13][C:12]3[CH:14]=[C:15]([O:18][CH:21]([F:27])[F:26])[CH:16]=[CH:17][C:11]=3[CH:10]=2)[CH:7]=1, predict the reactants needed to synthesize it. The reactants are: [Br:1][C:2]1[CH:3]=[CH:4][C:5]([Cl:19])=[C:6]([CH2:8][C:9]2[S:13][C:12]3[CH:14]=[C:15]([OH:18])[CH:16]=[CH:17][C:11]=3[CH:10]=2)[CH:7]=1.Cl[C:21]([F:27])([F:26])C(OC)=O.C(=O)([O-])[O-].[K+].[K+].Cl. (3) The reactants are: Br[C:2]1[N:7]=[C:6]([C:8]([NH:10][C:11]2[CH:16]=[CH:15][CH:14]=[CH:13][N:12]=2)=[O:9])[CH:5]=[CH:4][CH:3]=1.[C-:17]#[N:18].[Na+]. Given the product [C:17]([C:2]1[N:7]=[C:6]([C:8]([NH:10][C:11]2[CH:16]=[CH:15][CH:14]=[CH:13][N:12]=2)=[O:9])[CH:5]=[CH:4][CH:3]=1)#[N:18], predict the reactants needed to synthesize it. (4) Given the product [Br:22][C:23]1[C:28]([F:29])=[C:27]([CH:26]=[CH:25][C:24]=1[F:30])[CH:35]=[O:36], predict the reactants needed to synthesize it. The reactants are: CC1(C)CCCC(C)(C)N1.C([Li])CCC.CCCCCC.[Br:22][C:23]1[C:28]([F:29])=[CH:27][CH:26]=[CH:25][C:24]=1[F:30].[Cl-].[NH4+].C1C[O:36][CH2:35]C1. (5) The reactants are: [C:1]1([S:7]([N:10]2[C:14]3=[N:15][CH:16]=[C:17]([F:19])[CH:18]=[C:13]3[CH:12]=[C:11]2[C:20](OS(C2C=CC(C)=CC=2)(=O)=O)=[CH:21][CH:22]([CH3:24])[CH3:23])(=[O:9])=[O:8])[CH:6]=[CH:5][CH:4]=[CH:3][CH:2]=1.[CH3:36][O:37][C:38](=[O:55])[C:39]1[CH:44]=[CH:43][C:42](B2OC(C)(C)C(C)(C)O2)=[CH:41][C:40]=1[F:54].C(=O)([O-])[O-].[Na+].[Na+]. Given the product [CH3:36][O:37][C:38](=[O:55])[C:39]1[CH:44]=[CH:43][C:42]([C:20]([C:11]2[N:10]([S:7]([C:1]3[CH:6]=[CH:5][CH:4]=[CH:3][CH:2]=3)(=[O:8])=[O:9])[C:14]3=[N:15][CH:16]=[C:17]([F:19])[CH:18]=[C:13]3[CH:12]=2)=[CH:21][CH:22]([CH3:24])[CH3:23])=[CH:41][C:40]=1[F:54], predict the reactants needed to synthesize it. (6) The reactants are: [CH2:1]([NH:3][CH2:4][CH2:5][N:6]1[CH2:12][CH2:11][CH2:10][C:9]2[NH:13][C:14]([CH:17]=O)=[C:15]([CH3:16])[C:8]=2[C:7]1=[O:19])[CH3:2].[F:20][C:21]1[CH:22]=[C:23]2[C:27](=[CH:28][CH:29]=1)[NH:26][C:25](=[O:30])[CH2:24]2.N1CCCCC1. Given the product [CH2:1]([NH:3][CH2:4][CH2:5][N:6]1[CH2:12][CH2:11][CH2:10][C:9]2[NH:13][C:14]([CH:17]=[C:24]3[C:23]4[C:27](=[CH:28][CH:29]=[C:21]([F:20])[CH:22]=4)[NH:26][C:25]3=[O:30])=[C:15]([CH3:16])[C:8]=2[C:7]1=[O:19])[CH3:2], predict the reactants needed to synthesize it. (7) Given the product [Cl:1][C:2]1[CH:3]=[CH:4][C:5]([I:11])=[C:6]([CH:10]=1)[C:7]([N:27]([O:23][CH3:22])[CH3:28])=[O:8], predict the reactants needed to synthesize it. The reactants are: [Cl:1][C:2]1[CH:3]=[CH:4][C:5]([I:11])=[C:6]([CH:10]=1)[C:7](O)=[O:8].S(Cl)(Cl)=O.ClC1C=CC(I)=C(C=1)[C:22](Cl)=[O:23].[N:27]1C=CC=C[CH:28]=1. (8) Given the product [C:41]([O:40][C:38]([N:28]1[CH2:29][CH2:30][C:31]2[NH:32][C:24]([C:22]([N:19]3[CH2:20][CH2:21][N:16]([S:13]([C:8]4[CH:7]=[CH:6][C:5]5[C:10](=[CH:11][CH:12]=[C:3]([Cl:2])[CH:4]=5)[CH:9]=4)(=[O:15])=[O:14])[CH2:17][CH2:18]3)=[O:23])=[CH:25][C:26]=2[CH2:27]1)=[O:39])([CH3:44])([CH3:43])[CH3:42], predict the reactants needed to synthesize it. The reactants are: Cl.[Cl:2][C:3]1[CH:4]=[C:5]2[C:10](=[CH:11][CH:12]=1)[CH:9]=[C:8]([S:13]([N:16]1[CH2:21][CH2:20][N:19]([C:22]([C:24]3[NH:32][C:31]4[CH2:30][CH2:29][NH:28][CH2:27][C:26]=4[CH:25]=3)=[O:23])[CH2:18][CH2:17]1)(=[O:15])=[O:14])[CH:7]=[CH:6]2.C(=O)(O)[O-].[Na+].[C:38](O[C:38]([O:40][C:41]([CH3:44])([CH3:43])[CH3:42])=[O:39])([O:40][C:41]([CH3:44])([CH3:43])[CH3:42])=[O:39].O. (9) Given the product [C:10]([O:13][C:14]1[C:23]2[C:18](=[C:19]([NH:24][C:7]([C:2]3[CH:3]=[N:4][CH:5]=[CH:6][N:1]=3)=[O:8])[CH:20]=[CH:21][CH:22]=2)[N:17]=[C:16]([C:25]2[CH:30]=[CH:29][CH:28]=[C:27]([C:31]([F:34])([F:32])[F:33])[CH:26]=2)[CH:15]=1)(=[O:12])[CH3:11], predict the reactants needed to synthesize it. The reactants are: [N:1]1[CH:6]=[CH:5][N:4]=[CH:3][C:2]=1[C:7](Cl)=[O:8].[C:10]([O:13][C:14]1[C:23]2[C:18](=[C:19]([NH2:24])[CH:20]=[CH:21][CH:22]=2)[N:17]=[C:16]([C:25]2[CH:30]=[CH:29][CH:28]=[C:27]([C:31]([F:34])([F:33])[F:32])[CH:26]=2)[CH:15]=1)(=[O:12])[CH3:11].C(N(CC)CC)C.C([O-])(O)=O.[Na+]. (10) Given the product [Cl:1][C:2]1[C:3]([OH:40])=[C:4]([S:9]([N:12]([CH2:13][C:14]2[CH:15]=[C:16]([CH:17]=[CH:18][CH:19]=2)[CH2:20][N:21]([CH2:22][CH:23]([CH3:25])[CH3:24])[C:59](=[O:61])[C:58]2[CH:62]=[CH:63][CH:64]=[CH:65][C:57]=2[O:50][C:51]2[CH:52]=[CH:53][CH:54]=[CH:55][CH:56]=2)[CH2:26][C:27]2[CH:28]=[CH:29][C:30]([C:33]3[CH:34]=[CH:35][C:36]([F:39])=[CH:37][CH:38]=3)=[CH:31][CH:32]=2)(=[O:11])=[O:10])[CH:5]=[C:6]([Cl:8])[CH:7]=1, predict the reactants needed to synthesize it. The reactants are: [Cl:1][C:2]1[C:3]([OH:40])=[C:4]([S:9]([N:12]([CH2:26][C:27]2[CH:32]=[CH:31][C:30]([C:33]3[CH:38]=[CH:37][C:36]([F:39])=[CH:35][CH:34]=3)=[CH:29][CH:28]=2)[CH2:13][C:14]2[CH:19]=[CH:18][CH:17]=[C:16]([CH2:20][NH:21][CH2:22][CH:23]([CH3:25])[CH3:24])[CH:15]=2)(=[O:11])=[O:10])[CH:5]=[C:6]([Cl:8])[CH:7]=1.CCN(C(C)C)C(C)C.[O:50]([C:57]1[CH:65]=[CH:64][CH:63]=[CH:62][C:58]=1[C:59]([OH:61])=O)[C:51]1[CH:56]=[CH:55][CH:54]=[CH:53][CH:52]=1.CCN=C=NCCCN(C)C.